This data is from Forward reaction prediction with 1.9M reactions from USPTO patents (1976-2016). The task is: Predict the product of the given reaction. Given the reactants [CH3:1][O:2][C:3](=[O:30])[NH:4][C:5]1[S:6][C:7]2[C:13]([C:14]3[N:15]=[C:16]([CH2:19][NH:20]C(OC(C)(C)C)=O)[S:17][CH:18]=3)=[CH:12][CH:11]=[C:10]([O:28][CH3:29])[C:8]=2[N:9]=1.[ClH:31].CO, predict the reaction product. The product is: [ClH:31].[CH3:1][O:2][C:3](=[O:30])[NH:4][C:5]1[S:6][C:7]2[C:13]([C:14]3[N:15]=[C:16]([CH2:19][NH2:20])[S:17][CH:18]=3)=[CH:12][CH:11]=[C:10]([O:28][CH3:29])[C:8]=2[N:9]=1.